From a dataset of Reaction yield outcomes from USPTO patents with 853,638 reactions. Predict the reaction yield, written as a fraction of the theoretical maximum amount of product (1.0 means a 100% yield; for example, 0.34 means a 34% yield). (1) The reactants are [NH2:1][C:2]1[CH:7]=[C:6]([NH2:8])[CH:5]=[CH:4][C:3]=1[CH2:9][CH2:10][C:11]([O:13]CC)=O. The catalyst is CCO. The product is [NH2:8][C:6]1[CH:7]=[C:2]2[C:3]([CH2:9][CH2:10][C:11](=[O:13])[NH:1]2)=[CH:4][CH:5]=1. The yield is 0.870. (2) The yield is 0.830. The catalyst is CN(C=O)C. The reactants are [F:1][C:2]1[CH:3]=[C:4]2[C:8](=[CH:9][CH:10]=1)[NH:7][CH:6]=[CH:5]2.FC(F)(F)[C:13]([O:15][C:16](=O)C(F)(F)F)=[O:14].O. The product is [CH3:16][O:15][C:13]([C:5]1[C:4]2[C:8](=[CH:9][CH:10]=[C:2]([F:1])[CH:3]=2)[NH:7][CH:6]=1)=[O:14]. (3) The reactants are [CH3:1][N:2]1[C:6]([CH3:7])=[C:5]([C:8]2[CH:13]=[CH:12][C:11]([NH:14][CH:15]=O)=[C:10]([O:17][CH3:18])[CH:9]=2)[CH:4]=[N:3]1.CS(C1[N:24]=[CH:25][C:26]2[CH:32]=[CH:31][N:30]=[C:29]([NH:33][CH2:34][C:35]([CH3:38])([CH3:37])[CH3:36])[C:27]=2[N:28]=1)(=O)=O. No catalyst specified. The product is [CH3:1][N:2]1[C:6]([CH3:7])=[C:5]([C:8]2[CH:13]=[CH:12][C:11]([NH:14][C:15]3[N:24]=[CH:25][C:26]4[CH:32]=[CH:31][N:30]=[C:29]([NH:33][CH2:34][C:35]([CH3:38])([CH3:37])[CH3:36])[C:27]=4[N:28]=3)=[C:10]([O:17][CH3:18])[CH:9]=2)[CH:4]=[N:3]1. The yield is 0.0800. (4) The catalyst is CO. The yield is 0.750. The reactants are [NH2:1][CH:2]1[CH2:7][CH2:6][N:5]([CH2:8][C@H:9]2[N:19]3[C:20]4[N:11]([C:12](=[O:22])[CH:13]=[CH:14][C:15]=4[CH:16]=[CH:17][C:18]3=[O:21])[CH2:10]2)[CH2:4][CH2:3]1.[F:23][C:24]([F:34])([F:33])[C:25]1[N:30]=[CH:29][C:28]([CH:31]=O)=[CH:27][CH:26]=1.[BH-](OC(C)=O)(OC(C)=O)OC(C)=O.[Na+].C(Cl)[Cl:50]. The product is [ClH:50].[F:34][C:24]([F:23])([F:33])[C:25]1[N:30]=[CH:29][C:28]([CH2:31][NH:1][CH:2]2[CH2:3][CH2:4][N:5]([CH2:8][C@H:9]3[N:19]4[C:20]5[N:11]([C:12](=[O:22])[CH:13]=[CH:14][C:15]=5[CH:16]=[CH:17][C:18]4=[O:21])[CH2:10]3)[CH2:6][CH2:7]2)=[CH:27][CH:26]=1. (5) The reactants are [CH3:1][N:2]1[CH2:7][CH2:6][N:5]([C:8]2[CH:13]=[CH:12][C:11]([CH2:14][C:15]#[N:16])=[CH:10][CH:9]=2)[CH2:4][CH2:3]1.[CH:17](OCC)=[O:18]. The catalyst is CCO. The product is [CH3:1][N:2]1[CH2:7][CH2:6][N:5]([C:8]2[CH:13]=[CH:12][C:11]([CH:14]([CH:17]=[O:18])[C:15]#[N:16])=[CH:10][CH:9]=2)[CH2:4][CH2:3]1. The yield is 0.640. (6) The reactants are [CH3:1][C:2]1([CH3:13])[C:11](=O)[CH2:10][CH2:9][C:4]2([O:8][CH2:7][CH2:6][O:5]2)[CH2:3]1.[CH3:14][O:15][C:16]1[CH:23]=[CH:22][C:19]([CH2:20][NH2:21])=[CH:18][CH:17]=1.[BH-](OC(C)=O)(OC(C)=O)OC(C)=O.[Na+]. The catalyst is ClCCl. The product is [CH3:14][O:15][C:16]1[CH:23]=[CH:22][C:19]([CH2:20][NH:21][CH:11]2[CH2:10][CH2:9][C:4]3([O:8][CH2:7][CH2:6][O:5]3)[CH2:3][C:2]2([CH3:13])[CH3:1])=[CH:18][CH:17]=1. The yield is 0.460. (7) The reactants are [CH3:1][O:2][C:3]1[CH:12]=[C:11]2[C:6]([C:7]([NH:29][C:30]3[CH:31]=[C:32]4[C:36](=[CH:37][CH:38]=3)[N:35](C(OC(C)(C)C)=O)[N:34]=[CH:33]4)=[N:8][C:9]([C:13]3[CH:18]=[CH:17][CH:16]=[C:15]([NH:19][C:20](=[O:28])[CH2:21][N:22]4[CH2:27][CH2:26][O:25][CH2:24][CH2:23]4)[CH:14]=3)=[N:10]2)=[CH:5][C:4]=1[O:46][CH2:47][CH2:48][O:49][CH3:50].[C:51]([OH:57])([C:53]([F:56])([F:55])[F:54])=[O:52]. The catalyst is C(Cl)Cl. The product is [F:54][C:53]([F:56])([F:55])[C:51]([OH:57])=[O:52].[NH:35]1[C:36]2[C:32](=[CH:31][C:30]([NH:29][C:7]3[C:6]4[C:11](=[CH:12][C:3]([O:2][CH3:1])=[C:4]([O:46][CH2:47][CH2:48][O:49][CH3:50])[CH:5]=4)[N:10]=[C:9]([C:13]4[CH:14]=[C:15]([NH:19][C:20](=[O:28])[CH2:21][N:22]5[CH2:23][CH2:24][O:25][CH2:26][CH2:27]5)[CH:16]=[CH:17][CH:18]=4)[N:8]=3)=[CH:38][CH:37]=2)[CH:33]=[N:34]1. The yield is 0.430. (8) The reactants are [OH-:1].[Na+].OO.[OH:5][C@H:6]1[CH2:11][CH2:10][C@H:9]([S:12][C:13]2[CH:20]=[C:19]([N:21]3[C:25]4=[N:26][CH:27]=[CH:28][C:29]([C:30]5[CH:31]=[N:32][C:33]6[C:38]([CH:39]=5)=[CH:37][CH:36]=[CH:35][CH:34]=6)=[C:24]4[C:23]([CH3:40])=[CH:22]3)[CH:18]=[CH:17][C:14]=2[C:15]#[N:16])[CH2:8][CH2:7]1.O. The catalyst is CS(C)=O.C(O)C. The product is [OH:5][C@H:6]1[CH2:11][CH2:10][C@H:9]([S:12][C:13]2[CH:20]=[C:19]([N:21]3[C:25]4=[N:26][CH:27]=[CH:28][C:29]([C:30]5[CH:31]=[N:32][C:33]6[C:38]([CH:39]=5)=[CH:37][CH:36]=[CH:35][CH:34]=6)=[C:24]4[C:23]([CH3:40])=[CH:22]3)[CH:18]=[CH:17][C:14]=2[C:15]([NH2:16])=[O:1])[CH2:8][CH2:7]1. The yield is 0.130. (9) The reactants are Cl[CH:2]([CH:18]1[CH2:23][CH2:22][CH2:21][CH2:20][CH2:19]1)[C:3]1[C:11]2[C:6](=[CH:7][CH:8]=[CH:9][CH:10]=2)[N:5]([C:12]2[CH:17]=[CH:16][CH:15]=[CH:14][CH:13]=2)[N:4]=1.[NH2:24][C:25]1[CH:30]=[CH:29][C:28]([C:31]([N:33]([CH3:41])[CH2:34][CH2:35][C:36]([O:38]CC)=[O:37])=[O:32])=[CH:27][CH:26]=1. No catalyst specified. The product is [CH:18]1([CH:2]([NH:24][C:25]2[CH:26]=[CH:27][C:28]([C:31]([N:33]([CH3:41])[CH2:34][CH2:35][C:36]([OH:38])=[O:37])=[O:32])=[CH:29][CH:30]=2)[C:3]2[C:11]3[C:6](=[CH:7][CH:8]=[CH:9][CH:10]=3)[N:5]([C:12]3[CH:17]=[CH:16][CH:15]=[CH:14][CH:13]=3)[N:4]=2)[CH2:23][CH2:22][CH2:21][CH2:20][CH2:19]1. The yield is 0.120.